This data is from Full USPTO retrosynthesis dataset with 1.9M reactions from patents (1976-2016). The task is: Predict the reactants needed to synthesize the given product. (1) Given the product [Cl:1][C:2]1[CH:3]=[CH:4][C:5]([C:8]#[C:9][C:10]2[CH:11]=[CH:12][C:13]([CH2:14][N:15]([C:16](=[O:30])[C:17]3[CH:18]=[CH:19][C:20]([CH2:23][CH2:24][CH2:25][CH2:26][CH2:27][CH2:28][CH3:29])=[CH:21][CH:22]=3)[C:31]3[CH:43]=[CH:42][C:34]([OH:35])=[C:33]([CH:32]=3)[C:38]([OH:39])=[O:37])=[CH:44][CH:45]=2)=[CH:6][CH:7]=1, predict the reactants needed to synthesize it. The reactants are: [Cl:1][C:2]1[CH:7]=[CH:6][C:5]([C:8]#[C:9][C:10]2[CH:45]=[CH:44][C:13]([CH2:14][N:15]([C:31]3[CH:43]=[CH:42][C:34]4[O:35]C(C)(C)[O:37][C:38](=[O:39])[C:33]=4[CH:32]=3)[C:16](=[O:30])[C:17]3[CH:22]=[CH:21][C:20]([CH2:23][CH2:24][CH2:25][CH2:26][CH2:27][CH2:28][CH3:29])=[CH:19][CH:18]=3)=[CH:12][CH:11]=2)=[CH:4][CH:3]=1.[OH-].[Na+]. (2) Given the product [C:1]1([CH3:27])[CH:6]=[CH:5][C:4]([C:7]2[O:15][C:10]3=[CH:11][N:12]=[CH:13][CH:14]=[C:9]3[C:8]=2[NH:16][C:17]2[CH:18]=[C:19]3[C:23](=[CH:24][CH:25]=2)[C:22](=[N:28][OH:29])[CH2:21][CH2:20]3)=[CH:3][CH:2]=1, predict the reactants needed to synthesize it. The reactants are: [C:1]1([CH3:27])[CH:6]=[CH:5][C:4]([C:7]2[O:15][C:10]3=[CH:11][N:12]=[CH:13][CH:14]=[C:9]3[C:8]=2[NH:16][C:17]2[CH:18]=[C:19]3[C:23](=[CH:24][CH:25]=2)[C:22](=O)[CH2:21][CH2:20]3)=[CH:3][CH:2]=1.[NH2:28][OH:29].